Dataset: Forward reaction prediction with 1.9M reactions from USPTO patents (1976-2016). Task: Predict the product of the given reaction. (1) Given the reactants Br[C:2]1[CH:7]=[CH:6][C:5]([CH2:8][O:9][CH3:10])=[CH:4][C:3]=1[Cl:11].[Li]CCCC.[O:17]1[CH2:20][C:19](=[O:21])[CH2:18]1, predict the reaction product. The product is: [Cl:11][C:3]1[CH:4]=[C:5]([CH2:8][O:9][CH3:10])[CH:6]=[CH:7][C:2]=1[C:19]1([OH:21])[CH2:20][O:17][CH2:18]1. (2) Given the reactants Cl.[NH2:2][CH:3]([C:8]([O:10][CH3:11])=[O:9])[C:4]([O:6][CH3:7])=[O:5].ClCCl.[Br:15][C:16]1[CH:24]=[CH:23][C:19]([C:20](Cl)=[O:21])=[CH:18][CH:17]=1, predict the reaction product. The product is: [CH3:7][O:6][C:4](=[O:5])[CH:3]([NH:2][C:20](=[O:21])[C:19]1[CH:23]=[CH:24][C:16]([Br:15])=[CH:17][CH:18]=1)[C:8]([O:10][CH3:11])=[O:9]. (3) Given the reactants N1CCOCC1.Cl.Cl.[N:9]1([CH2:15][C:16]2[N:17]=[C:18]([NH2:21])[S:19][CH:20]=2)[CH2:14][CH2:13][O:12][CH2:11][CH2:10]1.[Cl:22][C:23]1[C:24]([CH3:33])=[C:25]([S:29](Cl)(=[O:31])=[O:30])[CH:26]=[CH:27][CH:28]=1, predict the reaction product. The product is: [ClH:22].[Cl:22][C:23]1[C:24]([CH3:33])=[C:25]([S:29]([NH:21][C:18]2[S:19][CH:20]=[C:16]([CH2:15][N:9]3[CH2:14][CH2:13][O:12][CH2:11][CH2:10]3)[N:17]=2)(=[O:31])=[O:30])[CH:26]=[CH:27][CH:28]=1. (4) Given the reactants [CH2:1](OC[C@@H](O)CC1C=C(C)C=CC=1OC)C1C=CC=CC=1.[C:22]([O:25][C@@H:26]([CH2:29][C:30]1[CH:35]=[C:34](F)[CH:33]=[CH:32][C:31]=1[OH:37])[CH2:27][Br:28])(=[O:24])[CH3:23], predict the reaction product. The product is: [C:22]([O:25][C@@H:26]([CH2:29][C:30]1[CH:35]=[C:34]([CH3:1])[CH:33]=[CH:32][C:31]=1[OH:37])[CH2:27][Br:28])(=[O:24])[CH3:23]. (5) Given the reactants [F:1][C:2]1[CH:7]=[CH:6][C:5]([C:8]2[CH:13]=[CH:12][C:11]([NH2:14])=[C:10]([NH2:15])[CH:9]=2)=[CH:4][CH:3]=1.O[C:17]1[C:26]2[C:21](=[CH:22][CH:23]=[CH:24][CH:25]=2)[O:20][C:19](=[O:27])[CH:18]=1, predict the reaction product. The product is: [F:1][C:2]1[CH:3]=[CH:4][C:5]([C:8]2[CH:13]=[CH:12][C:11]3[N:14]=[C:17]([C:26]4[CH:25]=[CH:24][CH:23]=[CH:22][C:21]=4[OH:20])[CH2:18][C:19](=[O:27])[NH:15][C:10]=3[CH:9]=2)=[CH:6][CH:7]=1.[F:1][C:2]1[CH:3]=[CH:4][C:5]([C:8]2[CH:13]=[CH:12][C:11]3[NH:14][C:19](=[O:27])[CH2:18][C:17]([C:26]4[CH:25]=[CH:24][CH:23]=[CH:22][C:21]=4[OH:20])=[N:15][C:10]=3[CH:9]=2)=[CH:6][CH:7]=1. (6) Given the reactants [I:1][C:2]1[CH:7]=[CH:6][C:5]([C@H:8]2[CH2:13][CH2:12][O:11][CH2:10][C@H:9]2C(O)=O)=[CH:4][CH:3]=1.C([N:20](C(C)C)CC)(C)C.C1(P(N=[N+]=[N-])(C2C=CC=CC=2)=O)C=CC=CC=1.[OH-].[Na+], predict the reaction product. The product is: [I:1][C:2]1[CH:7]=[CH:6][C:5]([C@H:8]2[CH2:13][CH2:12][O:11][CH2:10][C@H:9]2[NH2:20])=[CH:4][CH:3]=1. (7) Given the reactants [Cl:1][C:2]1[C:3]([C:16]2[C:24]3[C:19](=[CH:20][CH:21]=[CH:22][CH:23]=3)[N:18]([S:25]([C:28]3[CH:33]=[CH:32][CH:31]=[CH:30][CH:29]=3)(=[O:27])=[O:26])[CH:17]=2)=[N:4][C:5]([NH:8][C:9]2[CH:14]=[CH:13][CH:12]=[C:11]([NH2:15])[CH:10]=2)=[N:6][CH:7]=1.[NH:34]([C:40]([O:42][C:43]([CH3:46])([CH3:45])[CH3:44])=[O:41])[CH2:35][CH2:36][C:37](O)=[O:38].CCN(CC)CC.CN(C(ON1N=NC2C=CC=CC1=2)=[N+](C)C)C.F[P-](F)(F)(F)(F)F, predict the reaction product. The product is: [Cl:1][C:2]1[C:3]([C:16]2[C:24]3[C:19](=[CH:20][CH:21]=[CH:22][CH:23]=3)[N:18]([S:25]([C:28]3[CH:29]=[CH:30][CH:31]=[CH:32][CH:33]=3)(=[O:27])=[O:26])[CH:17]=2)=[N:4][C:5]([NH:8][C:9]2[CH:10]=[C:11]([NH:15][C:37](=[O:38])[CH2:36][CH2:35][NH:34][C:40](=[O:41])[O:42][C:43]([CH3:44])([CH3:45])[CH3:46])[CH:12]=[CH:13][CH:14]=2)=[N:6][CH:7]=1.